Dataset: HIV replication inhibition screening data with 41,000+ compounds from the AIDS Antiviral Screen. Task: Binary Classification. Given a drug SMILES string, predict its activity (active/inactive) in a high-throughput screening assay against a specified biological target. (1) The molecule is O=C(NP(=O)(Nc1ccccc1)Nc1ccccc1)N1CC1. The result is 0 (inactive). (2) The drug is Cc1ccccc1NC(=O)C(=O)CC(=O)c1sc(Nc2ccccc2[N+](=O)[O-])nc1C. The result is 0 (inactive). (3) The molecule is Cc1cc(N(CCC#N)CCC#N)ccc1N=Nc1ccc(S(N)(=O)=O)cc1. The result is 0 (inactive). (4) The drug is COc1ccc(CC2(Cc3ccc(OC)cc3)CCOC2=O)cc1. The result is 0 (inactive). (5) The drug is CC(C)C12OC1CC13OC1C(O)CCC32O. The result is 0 (inactive).